Dataset: Reaction yield outcomes from USPTO patents with 853,638 reactions. Task: Predict the reaction yield, written as a fraction of the theoretical maximum amount of product (1.0 means a 100% yield; for example, 0.34 means a 34% yield). (1) The reactants are S1CCNC1.NO.[C:8]1([C:35]2[CH:40]=[CH:39][CH:38]=[CH:37][CH:36]=2)[CH:13]=[CH:12][C:11]([S:14]([N:17]2[CH2:21][CH2:20][S:19][CH:18]2[C:22]([NH:24][CH:25]([C:29]2[CH:34]=[CH:33][CH:32]=[CH:31][CH:30]=2)[CH2:26][CH2:27][OH:28])=[O:23])(=[O:16])=[O:15])=[CH:10][CH:9]=1.[C:41]1(O)[CH:46]=[CH:45][CH:44]=[CH:43][CH:42]=1.CCOC(/N=N/C(OCC)=O)=O.C1(P(C2C=CC=CC=2)C2C=CC=CC=2)C=CC=CC=1. The catalyst is C1COCC1. The product is [C:8]1([C:35]2[CH:36]=[CH:37][CH:38]=[CH:39][CH:40]=2)[CH:13]=[CH:12][C:11]([S:14]([N:17]2[CH2:21][CH2:20][S:19][CH:18]2[C:22]([NH:24][CH:25]([C:29]2[CH:30]=[CH:31][CH:32]=[CH:33][CH:34]=2)[CH2:26][CH2:27][O:28][C:41]2[CH:46]=[CH:45][CH:44]=[CH:43][CH:42]=2)=[O:23])(=[O:16])=[O:15])=[CH:10][CH:9]=1. The yield is 0.400. (2) The reactants are [C:1]([C:4]1[C:5]([OH:15])=[CH:6][C:7]([OH:14])=[C:8]([CH:13]=1)[C:9]([O:11][CH3:12])=[O:10])(=[O:3])[CH3:2].C(=O)([O-])[O-].[K+].[K+].[CH2:22](Br)[C:23]1[CH:28]=[CH:27][CH:26]=[CH:25][CH:24]=1. The catalyst is C(#N)C. The product is [C:1]([C:4]1[C:5]([O:15][CH2:1][C:4]2[CH:5]=[CH:6][CH:7]=[CH:8][CH:13]=2)=[CH:6][C:7]([O:14][CH2:22][C:23]2[CH:28]=[CH:27][CH:26]=[CH:25][CH:24]=2)=[C:8]([CH:13]=1)[C:9]([O:11][CH3:12])=[O:10])(=[O:3])[CH3:2]. The yield is 0.710. (3) The reactants are FC1C(F)=C(F)C(F)=C(F)C=1[C:12]1[N:13]([CH3:31])[C:14](=[O:30])[CH:15]=[C:16]([NH:21][C:22]2[CH:27]=[CH:26][C:25]([I:28])=[CH:24][C:23]=2[F:29])[C:17]=1[C:18]([O-:20])=O.[NH2:32][CH2:33][CH2:34][CH2:35][OH:36].CCN(C(C)C)C(C)C. The catalyst is C1COCC1. The product is [F:29][C:23]1[CH:24]=[C:25]([I:28])[CH:26]=[CH:27][C:22]=1[NH:21][C:16]1[C:17]([C:18]([NH:32][CH2:33][CH2:34][CH2:35][OH:36])=[O:20])=[CH:12][N:13]([CH3:31])[C:14](=[O:30])[CH:15]=1. The yield is 0.950. (4) The product is [CH:24]1([NH:30][C:19](=[O:21])[C:18]2[CH:22]=[CH:23][C:15]([O:14][CH2:13][C:3]3[C:4]([C:7]4[CH:8]=[CH:9][CH:10]=[CH:11][CH:12]=4)=[N:5][O:6][C:2]=3[CH3:1])=[N:16][CH:17]=2)[CH2:29][CH2:28][CH2:27][CH2:26][CH2:25]1. The reactants are [CH3:1][C:2]1[O:6][N:5]=[C:4]([C:7]2[CH:12]=[CH:11][CH:10]=[CH:9][CH:8]=2)[C:3]=1[CH2:13][O:14][C:15]1[CH:23]=[CH:22][C:18]([C:19]([OH:21])=O)=[CH:17][N:16]=1.[CH:24]1([NH2:30])[CH2:29][CH2:28][CH2:27][CH2:26][CH2:25]1. The yield is 1.00. No catalyst specified. (5) The catalyst is C1COCC1. The product is [F:23][C:24]1[CH:29]=[CH:28][C:27]([N:30]([C:19]2[C:15]([C:13]3[NH:12][C:11]4[CH:21]=[CH:22][C:8]([CH2:7][N:1]5[CH2:6][CH2:5][O:4][CH2:3][CH2:2]5)=[CH:9][C:10]=4[N:14]=3)=[N:16][NH:17][CH:18]=2)[C:31]([NH2:39])=[O:32])=[CH:26][CH:25]=1. The reactants are [N:1]1([CH2:7][C:8]2[CH:22]=[CH:21][C:11]3[NH:12][C:13]([C:15]4[CH:19]=[CH:18][N:17](N)[N:16]=4)=[N:14][C:10]=3[CH:9]=2)[CH2:6][CH2:5][O:4][CH2:3][CH2:2]1.[F:23][C:24]1[CH:29]=[CH:28][C:27]([N:30]=[C:31]=[O:32])=[CH:26][CH:25]=1.C(O)C([NH2:39])(CO)CO. The yield is 0.200.